The task is: Predict the product of the given reaction.. This data is from Forward reaction prediction with 1.9M reactions from USPTO patents (1976-2016). Given the reactants [NH2:1][C:2]1[N:7]=[C:6](Cl)[C:5]([CH3:9])=[C:4]([Cl:10])[N:3]=1.[Cl:11][C:12]1[CH:13]=[CH:14][C:15]([O:21][CH3:22])=[C:16](B(O)O)[CH:17]=1.C1(P(C2C=CC=CC=2)C2C=CC=CC=2)C=CC=CC=1.C(=O)([O-])[O-].[Na+].[Na+], predict the reaction product. The product is: [NH2:1][C:2]1[N:3]=[C:4]([Cl:10])[C:5]([CH3:9])=[C:6]([C:14]2[CH:13]=[C:12]([Cl:11])[CH:17]=[CH:16][C:15]=2[O:21][CH3:22])[N:7]=1.